Task: Regression. Given a peptide amino acid sequence and an MHC pseudo amino acid sequence, predict their binding affinity value. This is MHC class II binding data.. Dataset: Peptide-MHC class II binding affinity with 134,281 pairs from IEDB (1) The peptide sequence is ALGAQKEAISPPDAA. The MHC is DRB1_0101 with pseudo-sequence DRB1_0101. The binding affinity (normalized) is 0.513. (2) The peptide sequence is EDPLFQLVSKLYEVV. The MHC is HLA-DQA10501-DQB10301 with pseudo-sequence HLA-DQA10501-DQB10301. The binding affinity (normalized) is 0.133. (3) The peptide sequence is HSRNLINELSERMAG. The MHC is HLA-DQA10101-DQB10501 with pseudo-sequence HLA-DQA10101-DQB10501. The binding affinity (normalized) is 0.193. (4) The peptide sequence is EKKYFAATQHEPLAA. The MHC is HLA-DQA10401-DQB10402 with pseudo-sequence HLA-DQA10401-DQB10402. The binding affinity (normalized) is 0.369. (5) The peptide sequence is EYDFNKLLVSAVSQI. The MHC is DRB3_0101 with pseudo-sequence DRB3_0101. The binding affinity (normalized) is 0.346.